Dataset: Forward reaction prediction with 1.9M reactions from USPTO patents (1976-2016). Task: Predict the product of the given reaction. (1) Given the reactants Cl[Si:2]([CH3:5])([CH3:4])[CH3:3].[CH2:6]([OH:13])[C:7]1[CH:12]=[CH:11][CH:10]=[CH:9][CH:8]=1.CN1C=CN=C1, predict the reaction product. The product is: [CH3:3][Si:2]([O:13][CH2:6][C:7]1[CH:12]=[CH:11][CH:10]=[CH:9][CH:8]=1)([CH3:5])[CH3:4]. (2) Given the reactants [CH2:1]([N:7]1[C:12]2=[N:13][C:14]([C:24]3[CH:29]=[CH:28][C:27]([CH3:30])=[CH:26][CH:25]=3)=[C:15]([C:17]3[CH:22]=[CH:21][C:20]([CH3:23])=[CH:19][CH:18]=3)[N:16]=[C:11]2[CH2:10][CH2:9][CH2:8]1)[CH2:2][CH2:3][CH2:4][CH:5]=[CH2:6].C(=O)([O-])O.[K+].[Br:36][C:37](Br)=[N:38][OH:39].Cl, predict the reaction product. The product is: [Br:36][C:37]1[CH2:6][CH:5]([CH2:4][CH2:3][CH2:2][CH2:1][N:7]2[C:12]3=[N:13][C:14]([C:24]4[CH:29]=[CH:28][C:27]([CH3:30])=[CH:26][CH:25]=4)=[C:15]([C:17]4[CH:18]=[CH:19][C:20]([CH3:23])=[CH:21][CH:22]=4)[N:16]=[C:11]3[CH2:10][CH2:9][CH2:8]2)[O:39][N:38]=1. (3) Given the reactants [Br:1][C:2]1[C:3]([F:11])=[C:4]([CH:8]=[CH:9][CH:10]=1)[C:5]([OH:7])=O.[CH3:12][O:13][CH2:14][CH2:15][NH2:16], predict the reaction product. The product is: [Br:1][C:2]1[C:3]([F:11])=[C:4]([CH:8]=[CH:9][CH:10]=1)[C:5]([NH:16][CH2:15][CH2:14][O:13][CH3:12])=[O:7]. (4) Given the reactants [I:1][C:2]1[C:10]2[C:5](=[CH:6][CH:7]=[C:8]([C:11]([OH:13])=O)[CH:9]=2)[NH:4][N:3]=1.CN(C(ON1N=N[C:24]2[CH:25]=[CH:26][CH:27]=[CH:28][C:23]1=2)=[N+](C)C)C.[B-](F)(F)(F)F.CCN([CH:42]([CH3:44])[CH3:43])C(C)C.C[N:46]([CH:48]=O)C, predict the reaction product. The product is: [CH:42]1([C@@H:48]([C:23]2[CH:24]=[CH:25][CH:26]=[CH:27][CH:28]=2)[NH:46][C:11]([C:8]2[CH:9]=[C:10]3[C:5](=[CH:6][CH:7]=2)[NH:4][N:3]=[C:2]3[I:1])=[O:13])[CH2:44][CH2:43]1. (5) Given the reactants [NH2:1][C:2]1[N:3]=[CH:4][C:5]([C:8]2[CH:13]=[CH:12][C:11]([C:14]3[C:15]([SH:20])=[CH:16][CH:17]=[CH:18][CH:19]=3)=[CH:10][C:9]=2[F:21])=[N:6][CH:7]=1.[NH2:22][C:23]1[CH:28]=[C:27]([Cl:29])[N:26]=[CH:25][N:24]=1, predict the reaction product. The product is: [ClH:29].[NH2:1][C:2]1[N:3]=[CH:4][C:5]([C:8]2[CH:13]=[CH:12][C:11]([C:14]3[CH:19]=[CH:18][CH:17]=[CH:16][C:15]=3[S:20][C:27]3[N:26]=[CH:25][N:24]=[C:23]([NH2:22])[CH:28]=3)=[CH:10][C:9]=2[F:21])=[N:6][CH:7]=1. (6) Given the reactants [Cl:1][C:2]1[CH:11]=[CH:10][C:5]([O:6][CH2:7][CH2:8][OH:9])=[CH:4][CH:3]=1.[H-].[Na+].CS([C:18]1[N:28]=[C:21]2[N:22]=[C:23]([CH3:27])[CH:24]=[C:25]([CH3:26])[N:20]2[N:19]=1)(=O)=O, predict the reaction product. The product is: [Cl:1][C:2]1[CH:11]=[CH:10][C:5]([O:6][CH2:7][CH2:8][O:9][C:18]2[N:28]=[C:21]3[N:22]=[C:23]([CH3:27])[CH:24]=[C:25]([CH3:26])[N:20]3[N:19]=2)=[CH:4][CH:3]=1. (7) Given the reactants [Li]CCCC.CCCCCC.CC1(C)CCCC(C)(C)N1.[Cl:22][C:23]1[CH:24]=[C:25]([CH:29]=[CH:30][CH:31]=1)[C:26]([OH:28])=[O:27].[Cl:32][C:33]1[CH:38]=[CH:37][C:36]([S:39]([N:42]([C:46]2[C:47]([CH:53]=O)=[N:48][CH:49]=[C:50]([Cl:52])[CH:51]=2)[CH2:43][O:44][CH3:45])(=[O:41])=[O:40])=[CH:35][C:34]=1[C:55]([F:58])([F:57])[F:56], predict the reaction product. The product is: [Cl:32][C:33]1[CH:38]=[CH:37][C:36]([S:39]([N:42]([C:46]2[C:47]([CH:53]3[C:24]4[C:25](=[CH:29][CH:30]=[CH:31][C:23]=4[Cl:22])[C:26](=[O:28])[O:27]3)=[N:48][CH:49]=[C:50]([Cl:52])[CH:51]=2)[CH2:43][O:44][CH3:45])(=[O:41])=[O:40])=[CH:35][C:34]=1[C:55]([F:56])([F:58])[F:57]. (8) The product is: [CH2:1]([O:4][C:5]1[CH:12]=[CH:11][C:10]([O:13][CH3:14])=[CH:9][C:6]=1[CH2:7][NH:8][CH2:16][C@@H:17]([OH:15])[C@@H:18]([NH:26][C:27](=[O:28])[O:29][C:30]([CH3:32])([CH3:31])[CH3:33])[CH2:19][C:20]1[CH:25]=[CH:24][CH:23]=[CH:22][CH:21]=1)[CH:2]=[CH2:3]. Given the reactants [CH2:1]([O:4][C:5]1[CH:12]=[CH:11][C:10]([O:13][CH3:14])=[CH:9][C:6]=1[CH2:7][NH2:8])[CH:2]=[CH2:3].[O:15]1[C@@H:17]([C@@H:18]([NH:26][C:27]([O:29][C:30]([CH3:33])([CH3:32])[CH3:31])=[O:28])[CH2:19][C:20]2[CH:25]=[CH:24][CH:23]=[CH:22][CH:21]=2)[CH2:16]1.Cl([O-])(=O)(=O)=O.[Li+], predict the reaction product. (9) Given the reactants [CH3:1][N:2]([C:4]([O:8][N:9]1[N:17]=[N:16][C:11]2[CH:12]=[CH:13][CH:14]=[CH:15][C:10]1=2)=[N+:5]([CH3:7])[CH3:6])[CH3:3].[B-:18]([F:22])([F:21])([F:20])[F:19].OC1C2N=NNC=2C=CC=1.CCN(C(C)C)C(C)C, predict the reaction product. The product is: [CH3:7][N:5]([C:4]([O:8][N:9]1[N:17]=[N:16][C:11]2[CH:12]=[CH:13][CH:14]=[CH:15][C:10]1=2)=[N+:2]([CH3:1])[CH3:3])[CH3:6].[B-:18]([F:22])([F:21])([F:20])[F:19].[CH:13]1[CH:14]=[CH:15][C:10]2[N:9]([OH:8])[N:17]=[N:16][C:11]=2[CH:12]=1. (10) Given the reactants C([O:3][C:4]([C:6]1[CH:10]=[C:9]([C:11]2[CH:12]=[N:13][N:14]([CH3:16])[CH:15]=2)[N:8]([C:17]2[CH:18]=[N:19][C:20]([O:23][CH3:24])=[CH:21][CH:22]=2)[N:7]=1)=[O:5])C.[OH-].[Na+].Cl.O, predict the reaction product. The product is: [CH3:24][O:23][C:20]1[N:19]=[CH:18][C:17]([N:8]2[C:9]([C:11]3[CH:12]=[N:13][N:14]([CH3:16])[CH:15]=3)=[CH:10][C:6]([C:4]([OH:5])=[O:3])=[N:7]2)=[CH:22][CH:21]=1.